From a dataset of Peptide-MHC class I binding affinity with 185,985 pairs from IEDB/IMGT. Regression. Given a peptide amino acid sequence and an MHC pseudo amino acid sequence, predict their binding affinity value. This is MHC class I binding data. (1) The peptide sequence is WYKMWRVSK. The MHC is HLA-A69:01 with pseudo-sequence HLA-A69:01. The binding affinity (normalized) is 0.0847. (2) The peptide sequence is AVHGYYIGY. The MHC is HLA-A02:01 with pseudo-sequence HLA-A02:01. The binding affinity (normalized) is 0.0847. (3) The peptide sequence is ASDYSQGAF. The MHC is HLA-C05:01 with pseudo-sequence HLA-C05:01. The binding affinity (normalized) is 1.00. (4) The binding affinity (normalized) is 0.448. The MHC is HLA-A02:01 with pseudo-sequence HLA-A02:01. The peptide sequence is RQMATTTNPL.